From a dataset of Forward reaction prediction with 1.9M reactions from USPTO patents (1976-2016). Predict the product of the given reaction. Given the reactants C(OC(=O)[CH:5]([S:7][C:8]1[S:12][C:11]([NH:13][C:14]([N:16]([CH:21]2[CH2:27][CH2:26][CH2:25][CH2:24][CH2:23][CH2:22]2)[CH:17]2[CH2:20][CH2:19][CH2:18]2)=[O:15])=[N:10][CH:9]=1)[CH3:6])C.C1(NC2CCC2)CCCCCC1.NC1SC=NC=1.C([O:49][C:50](=[O:53])CS)C, predict the reaction product. The product is: [CH:17]1([N:16]([CH:21]2[CH2:27][CH2:26][CH2:25][CH2:24][CH2:23][CH2:22]2)[C:14](=[O:15])[NH:13][C:11]2[S:12][C:8]([S:7][CH2:5][CH2:6][C:50]([OH:53])=[O:49])=[CH:9][N:10]=2)[CH2:20][CH2:19][CH2:18]1.